From a dataset of Full USPTO retrosynthesis dataset with 1.9M reactions from patents (1976-2016). Predict the reactants needed to synthesize the given product. (1) Given the product [CH3:18][O:17][C:14]1[CH:15]=[CH:16][C:11]([NH2:10])=[CH:12][CH:13]=1, predict the reactants needed to synthesize it. The reactants are: IC1N2C(SC([NH:10][C:11]3[CH:16]=[CH:15][C:14]([O:17][CH3:18])=[CH:13][CH:12]=3)=N2)=NC=1.CN(C1C=C(B(O)O)C=CC=1)C.C(=O)([O-])[O-].[Cs+].[Cs+].O. (2) The reactants are: [K].[O-:2][C:3]([CH:5]([CH:7]([C:9]([OH:11])=[O:10])[OH:8])[OH:6])=[O:4].[Cl-].[Mg+2:13].[Cl-].[OH-].[Mg+2].[OH-]. Given the product [C:3]([CH:5]([CH:7]([C:9]([O-:11])=[O:10])[OH:8])[OH:6])([O-:4])=[O:2].[Mg+2:13], predict the reactants needed to synthesize it. (3) The reactants are: [C:1]([NH:4][C:5]1[CH:6]=[C:7]2[C:11](=[CH:12][CH:13]=1)[C:10](=[O:14])[CH2:9][CH2:8]2)(=[O:3])[CH3:2].[OH-].[K+].[CH:17](=O)[CH2:18][CH2:19][CH3:20]. Given the product [C:1]([NH:4][C:5]1[CH:6]=[C:7]2[C:11](=[CH:12][CH:13]=1)[C:10](=[O:14])[CH:9]([CH2:17][CH2:18][CH2:19][CH3:20])[CH2:8]2)(=[O:3])[CH3:2], predict the reactants needed to synthesize it. (4) Given the product [Br:13][C:7]1[CH:8]=[C:2]([CH3:1])[C:3]([C:9]([F:10])([F:11])[F:12])=[CH:4][C:5]=1[NH2:6], predict the reactants needed to synthesize it. The reactants are: [CH3:1][C:2]1[CH:8]=[CH:7][C:5]([NH2:6])=[CH:4][C:3]=1[C:9]([F:12])([F:11])[F:10].[Br-:13].[Br-].[Br-].C([N+](CCCC)(CCCC)CCCC)CCC.C([N+](CCCC)(CCCC)CCCC)CCC.C([N+](CCCC)(CCCC)CCCC)CCC.C(=O)([O-])O.[Na+]. (5) Given the product [CH:1]([O:4][C:5]1[N:6]=[C:7]([C:10]2[CH:15]=[CH:14][C:13]([O:16][CH2:20][CH2:21][CH2:22][O:23][C:24]3[CH:25]=[C:26]4[C:30](=[CH:31][CH:32]=3)[N:29]([CH2:33][C:34]([O:36][CH3:37])=[O:35])[CH:28]=[CH:27]4)=[C:12]([O:17][CH3:18])[CH:11]=2)[S:8][CH:9]=1)([CH3:3])[CH3:2], predict the reactants needed to synthesize it. The reactants are: [CH:1]([O:4][C:5]1[N:6]=[C:7]([C:10]2[CH:15]=[CH:14][C:13]([OH:16])=[C:12]([O:17][CH3:18])[CH:11]=2)[S:8][CH:9]=1)([CH3:3])[CH3:2].Br[CH2:20][CH2:21][CH2:22][O:23][C:24]1[CH:25]=[C:26]2[C:30](=[CH:31][CH:32]=1)[N:29]([CH2:33][C:34]([O:36][CH2:37]C)=[O:35])[CH:28]=[CH:27]2.C(=O)([O-])[O-].[Cs+].[Cs+]. (6) Given the product [Cl:1][C:2]1[CH:11]=[C:10]2[C:5]([C:6]([OH:19])=[C:7]([C:14]([NH:30][NH:29][C:20](=[O:28])[CH2:21][CH2:22][CH2:23][CH2:24][CH2:25][CH2:26][CH3:27])=[O:16])[C:8](=[O:13])[N:9]2[CH3:12])=[CH:4][CH:3]=1, predict the reactants needed to synthesize it. The reactants are: [Cl:1][C:2]1[CH:11]=[C:10]2[C:5]([C:6]([OH:19])=[C:7]([C:14]([O:16]CC)=O)[C:8](=[O:13])[N:9]2[CH3:12])=[CH:4][CH:3]=1.[C:20]([NH:29][NH2:30])(=[O:28])[CH2:21][CH2:22][CH2:23][CH2:24][CH2:25][CH2:26][CH3:27].